From a dataset of Forward reaction prediction with 1.9M reactions from USPTO patents (1976-2016). Predict the product of the given reaction. Given the reactants [OH-].[K+].[Cl:3][C:4]1[CH:5]=[CH:6][C:7]([O:16][CH3:17])=[C:8]([C:10]#[C:11][Si](C)(C)C)[CH:9]=1, predict the reaction product. The product is: [Cl:3][C:4]1[CH:5]=[CH:6][C:7]([O:16][CH3:17])=[C:8]([C:10]#[CH:11])[CH:9]=1.